Dataset: CYP2C9 inhibition data for predicting drug metabolism from PubChem BioAssay. Task: Regression/Classification. Given a drug SMILES string, predict its absorption, distribution, metabolism, or excretion properties. Task type varies by dataset: regression for continuous measurements (e.g., permeability, clearance, half-life) or binary classification for categorical outcomes (e.g., BBB penetration, CYP inhibition). Dataset: cyp2c9_veith. (1) The drug is N#Cc1cccc(-c2cncnc2NCc2cccnc2)c1. The result is 0 (non-inhibitor). (2) The molecule is CCn1c(O)c(/C=N/N=C2CCCC2)c2ccc(C3=NNC(=O)CC3)cc21. The result is 0 (non-inhibitor). (3) The drug is COc1ccc(-c2nc(CS(=O)(=O)CC(=O)NCCc3cc(OC)ccc3OC)c(C)o2)cc1. The result is 1 (inhibitor). (4) The compound is CCCn1c(-c2cccs2)nc2nc3ccccc3nc21. The result is 1 (inhibitor). (5) The molecule is CN1CC[C@@]2(CCCN(C(=O)c3ccco3)C2)C1. The result is 0 (non-inhibitor). (6) The drug is COc1ccc(CCNC(=O)c2ccc(CS(=O)(=O)c3ccc(Cl)cc3)o2)cc1OC. The result is 1 (inhibitor). (7) The compound is Cc1c([C@@H](C)[C@H]2NC[C@H](C)C[C@@H]2O)ccc2c1C[C@@H]1[C@H]2CC=C2C[C@@H](O)CC[C@@]21C. The result is 0 (non-inhibitor). (8) The drug is COc1ccc(C(=O)NC(=S)NNC(=O)CCc2ccccc2)cc1. The result is 1 (inhibitor).